Predict the reactants needed to synthesize the given product. From a dataset of Full USPTO retrosynthesis dataset with 1.9M reactions from patents (1976-2016). (1) Given the product [C:29]([C:30]1[C:31]([NH2:37])=[N:32][CH:33]=[C:34]([CH3:36])[CH:35]=1)#[CH:28], predict the reactants needed to synthesize it. The reactants are: NC1C(I)=CC(C)=CN=1.C[Si](C#C)(C)C.N12CCN(CC1)CC2.C[Si]([C:28]#[C:29][C:30]1[C:31]([NH2:37])=[N:32][CH:33]=[C:34]([CH3:36])[CH:35]=1)(C)C. (2) Given the product [NH2:39][C@H:40]([CH3:41])[C:42]([N:29]1[CH2:30][CH2:31][N:26]([CH2:25][C:4]2[S:5][C:6]3[C:11]([N:12]4[CH2:13][CH2:14][O:15][CH2:16][CH2:17]4)=[N:10][C:9]([C:18]4[CH:19]=[N:20][C:21]([NH2:24])=[N:22][CH:23]=4)=[N:8][C:7]=3[C:3]=2[CH3:2])[CH2:27][CH2:28]1)=[O:43], predict the reactants needed to synthesize it. The reactants are: Cl.[CH3:2][C:3]1[C:7]2[N:8]=[C:9]([C:18]3[CH:19]=[N:20][C:21]([NH2:24])=[N:22][CH:23]=3)[N:10]=[C:11]([N:12]3[CH2:17][CH2:16][O:15][CH2:14][CH2:13]3)[C:6]=2[S:5][C:4]=1[CH2:25][N:26]1[CH2:31][CH2:30][NH:29][CH2:28][CH2:27]1.C([NH:39][C@@H:40]([C:42](O)=[O:43])[CH3:41])(OC(C)(C)C)=O.C(O)(C(F)(F)F)=O. (3) Given the product [Cl:1][C:2]1[CH:3]=[C:4]([CH:20]=[CH:21][C:22]=1[Cl:23])[CH2:5][NH:6][C:7]1[CH:8]=[CH:9][C:10]2[N:11]([C:13]([NH2:17])=[C:14]([CH3:16])[N:15]=2)[N:12]=1, predict the reactants needed to synthesize it. The reactants are: [Cl:1][C:2]1[CH:3]=[C:4]([CH:20]=[CH:21][C:22]=1[Cl:23])[CH2:5][NH:6][C:7]1[CH:8]=[CH:9][C:10]2[N:11]([C:13]([N+:17]([O-])=O)=[C:14]([CH3:16])[N:15]=2)[N:12]=1.O.O.[Sn](Cl)Cl.C(=O)(O)[O-].[Na+]. (4) The reactants are: [NH2:1][C:2]1[CH:3]=[CH:4][CH:5]=[C:6]2[C:11]=1[N:10]=[CH:9][CH:8]=[CH:7]2.[C:12]([C:16]1[CH:21]=[CH:20][C:19](Br)=[CH:18][CH:17]=1)([CH3:15])([CH3:14])[CH3:13].CC(C)([O-])C.[Na+]. Given the product [C:12]([C:16]1[CH:21]=[CH:20][C:19]([NH:1][C:2]2[CH:3]=[CH:4][CH:5]=[C:6]3[C:11]=2[N:10]=[CH:9][CH:8]=[CH:7]3)=[CH:18][CH:17]=1)([CH3:15])([CH3:14])[CH3:13], predict the reactants needed to synthesize it. (5) The reactants are: [OH:1][C@@H:2]1[CH2:7][CH2:6][C@H:5]([NH:8][C:9](=[O:15])[O:10][C:11]([CH3:14])([CH3:13])[CH3:12])[CH2:4][CH2:3]1.[N:16]1[CH:21]=[CH:20][C:19](O)=[CH:18][CH:17]=1.C1(P(C2C=CC=CC=2)C2C=CC=CC=2)C=CC=CC=1.N(C(OCC)=O)=NC(OCC)=O. Given the product [N:16]1[CH:21]=[CH:20][C:19]([O:1][C@H:2]2[CH2:7][CH2:6][C@H:5]([NH:8][C:9](=[O:15])[O:10][C:11]([CH3:12])([CH3:14])[CH3:13])[CH2:4][CH2:3]2)=[CH:18][CH:17]=1, predict the reactants needed to synthesize it. (6) Given the product [Br:1][C:2]1[C:3]([F:13])=[CH:4][C:5]([CH3:12])=[C:6]([CH2:8][C:9]([Cl:16])=[O:10])[CH:7]=1, predict the reactants needed to synthesize it. The reactants are: [Br:1][C:2]1[C:3]([F:13])=[CH:4][C:5]([CH3:12])=[C:6]([CH2:8][C:9](O)=[O:10])[CH:7]=1.S(Cl)([Cl:16])=O. (7) Given the product [C:6]([C:8]1[N:23]=[CH:22][C:11]2[N:12]([CH:19]([CH3:20])[CH3:21])[C:13]3[C:18]([C:10]=2[CH:9]=1)=[CH:17][CH:16]=[CH:15][CH:14]=3)([OH:7])=[O:5], predict the reactants needed to synthesize it. The reactants are: [OH-].[Na+].C([O:5][C:6]([C:8]1[N:23]=[CH:22][C:11]2[N:12]([CH:19]([CH3:21])[CH3:20])[C:13]3[C:18]([C:10]=2[CH:9]=1)=[CH:17][CH:16]=[CH:15][CH:14]=3)=[O:7])C.